This data is from Forward reaction prediction with 1.9M reactions from USPTO patents (1976-2016). The task is: Predict the product of the given reaction. (1) Given the reactants Br[C:2]1[CH:3]=[C:4]2[CH:10]=[CH:9][N:8]([Si:11]([CH:18]([CH3:20])[CH3:19])([CH:15]([CH3:17])[CH3:16])[CH:12]([CH3:14])[CH3:13])[C:5]2=[N:6][CH:7]=1.C([Li])CCC.C[O:27]B(OC)OC.O, predict the reaction product. The product is: [CH:12]([Si:11]([CH:18]([CH3:20])[CH3:19])([CH:15]([CH3:17])[CH3:16])[N:8]1[C:5]2=[N:6][CH:7]=[C:2]([OH:27])[CH:3]=[C:4]2[CH:10]=[CH:9]1)([CH3:14])[CH3:13]. (2) Given the reactants [CH2:1]([CH:8]([C:11]#[N:12])[C:9]#[N:10])[C:2]1[CH:7]=[CH:6][CH:5]=[CH:4][CH:3]=1.C(=O)([O-])[O-].[Cs+].[Cs+].FC(F)(F)S(O[CH2:25][C:26]([F:29])([F:28])[F:27])(=O)=O, predict the reaction product. The product is: [CH2:1]([C:8]([CH2:25][C:26]([F:29])([F:28])[F:27])([C:9]#[N:10])[C:11]#[N:12])[C:2]1[CH:7]=[CH:6][CH:5]=[CH:4][CH:3]=1.